Dataset: HIV replication inhibition screening data with 41,000+ compounds from the AIDS Antiviral Screen. Task: Binary Classification. Given a drug SMILES string, predict its activity (active/inactive) in a high-throughput screening assay against a specified biological target. (1) The compound is N#CCC(=O)N1CCCCCCC1. The result is 0 (inactive). (2) The compound is BrC12c3ccccc3Sc3ccccc3C1(Br)c1ccccc12. The result is 0 (inactive). (3) The compound is CC1(c2ccc(F)cc2)C(C#N)C(=O)NC(=O)C1C#N. The result is 0 (inactive). (4) The molecule is COc1ccc2c(c1OC)C13CCCCC1C(C2)N(C)CC3.Cl. The result is 0 (inactive). (5) The compound is N=C(CSS(=O)(=O)O)NCCCCC1CCCCC1. The result is 0 (inactive). (6) The molecule is CC(=O)Oc1ccc2cc(Oc3ccccc3)c(=O)oc2c1. The result is 0 (inactive).